This data is from Reaction yield outcomes from USPTO patents with 853,638 reactions. The task is: Predict the reaction yield, written as a fraction of the theoretical maximum amount of product (1.0 means a 100% yield; for example, 0.34 means a 34% yield). (1) The reactants are CCN(C(C)C)C(C)C.[C:10]1([C:16]2[NH:20][N:19]=[C:18]([C:21]([NH:23][CH2:24][C:25]([OH:27])=O)=[O:22])[CH:17]=2)[CH:15]=[CH:14][CH:13]=[CH:12][CH:11]=1.C1C=CC2N(O)N=NC=2C=1.CCN=C=NCCCN(C)C.Cl.Cl.Cl.[F:52][C:53]1[CH:54]=[CH:55][C:56]([C:66]([F:69])([F:68])[F:67])=[C:57]([NH:59][CH:60]2[CH2:65][CH2:64][NH:63][CH2:62][CH2:61]2)[CH:58]=1.Cl.Cl.N1CCC(NC2C=CC=CC=2C(F)(F)F)CC1. The catalyst is CN(C=O)C.O. The product is [F:52][C:53]1[CH:54]=[CH:55][C:56]([C:66]([F:69])([F:67])[F:68])=[C:57]([NH:59][CH:60]2[CH2:61][CH2:62][N:63]([C:25](=[O:27])[CH2:24][NH:23][C:21]([C:18]3[CH:17]=[C:16]([C:10]4[CH:11]=[CH:12][CH:13]=[CH:14][CH:15]=4)[NH:20][N:19]=3)=[O:22])[CH2:64][CH2:65]2)[CH:58]=1. The yield is 0.444. (2) The reactants are Br[C:2]1[CH:3]=[C:4]2[C:9](=[CH:10][CH:11]=1)[CH2:8][C:7](=[O:12])[CH2:6][CH2:5]2.[C:13]1([CH3:22])[CH:18]=[CH:17][C:16](B(O)O)=[CH:15][CH:14]=1.C(=O)([O-])[O-].[Na+].[Na+]. The catalyst is [Br-].C([N+](CCCC)(CCCC)CCCC)CCC.C(OCC)(=O)C.O.C([O-])(=O)C.[Pd+2].C([O-])(=O)C. The product is [C:13]1([CH3:22])[CH:18]=[CH:17][C:16]([C:2]2[CH:3]=[C:4]3[C:9](=[CH:10][CH:11]=2)[CH2:8][C:7](=[O:12])[CH2:6][CH2:5]3)=[CH:15][CH:14]=1. The yield is 0.510.